This data is from Full USPTO retrosynthesis dataset with 1.9M reactions from patents (1976-2016). The task is: Predict the reactants needed to synthesize the given product. Given the product [Na+:2].[CH2:18]([O:6][C:7]1[CH:12]=[CH:11][C:10]([S:13]([O-:16])(=[O:14])=[O:15])=[CH:9][CH:8]=1)[C:19]1[CH:24]=[CH:23][CH:22]=[CH:21][CH:20]=1, predict the reactants needed to synthesize it. The reactants are: [OH-].[Na+:2].O.O.[Na+].[OH:6][C:7]1[CH:12]=[CH:11][C:10]([S:13]([O-:16])(=[O:15])=[O:14])=[CH:9][CH:8]=1.O.[CH2:18](Br)[C:19]1[CH:24]=[CH:23][CH:22]=[CH:21][CH:20]=1.